This data is from Reaction yield outcomes from USPTO patents with 853,638 reactions. The task is: Predict the reaction yield, written as a fraction of the theoretical maximum amount of product (1.0 means a 100% yield; for example, 0.34 means a 34% yield). (1) The reactants are [CH3:1][C:2]1[O:6][N:5]=[C:4]([C:7]2[CH:12]=[CH:11][CH:10]=[CH:9][CH:8]=2)[C:3]=1[CH2:13][OH:14].O[C:16]1[CH:21]=[CH:20][C:19]([N+:22]([O-:24])=[O:23])=[CH:18][N:17]=1. No catalyst specified. The product is [CH3:1][C:2]1[O:6][N:5]=[C:4]([C:7]2[CH:12]=[CH:11][CH:10]=[CH:9][CH:8]=2)[C:3]=1[CH2:13][O:14][C:16]1[CH:21]=[CH:20][C:19]([N+:22]([O-:24])=[O:23])=[CH:18][N:17]=1. The yield is 0.370. (2) The reactants are [Br:1][C:2]1[CH:3]=[N:4][C:5]([N:8]([CH3:23])[C@H:9]2[CH2:14][CH2:13][C@H:12]([C:15]#[C:16][CH2:17]OS(C)(=O)=O)[CH2:11][CH2:10]2)=[N:6][CH:7]=1.[CH3:24][NH:25][CH3:26]. The catalyst is CO. The product is [Br:1][C:2]1[CH:3]=[N:4][C:5]([N:8]([C@H:9]2[CH2:14][CH2:13][C@H:12]([C:15]#[C:16][CH2:17][N:25]([CH3:26])[CH3:24])[CH2:11][CH2:10]2)[CH3:23])=[N:6][CH:7]=1. The yield is 0.620. (3) The reactants are Cl.[N:2]1[CH:7]=[CH:6][CH:5]=[N:4][C:3]=1[C:8]1[O:16][C:11]2=[CH:12][N:13]=[CH:14][CH:15]=[C:10]2[C:9]=1[NH:17][C:18]1[CH:26]=[CH:25][CH:24]=[C:23]2[C:19]=1[CH:20]=[N:21][N:22]2C(=O)C. The catalyst is CO.O1CCOCC1. The product is [NH:22]1[C:23]2[C:19](=[C:18]([NH:17][C:9]3[C:10]4[C:11](=[CH:12][N:13]=[CH:14][CH:15]=4)[O:16][C:8]=3[C:3]3[N:2]=[CH:7][CH:6]=[CH:5][N:4]=3)[CH:26]=[CH:25][CH:24]=2)[CH:20]=[N:21]1. The yield is 0.320. (4) The reactants are C([Li])C[CH2:3][CH3:4].Br[C:7]1[CH:12]=[CH:11][CH:10]=[CH:9][C:8]=1[CH2:13][OH:14].Cl[SiH2:16][CH:17]=C(C)C.[CH3:21]CCCCC.C(OCC)(=O)C. The catalyst is CCCCCC.C1COCC1.C(OCC)C. The product is [OH:14][CH2:13][C:8]1[CH:9]=[CH:10][CH:11]=[CH:12][C:7]=1[Si:16]([CH3:17])([CH3:21])[CH:3]=[CH2:4]. The yield is 0.800. (5) The reactants are [Cl:1][C:2]1[N:7]2[N:8]=[C:9]([C:11]3[O:12][CH:13]=[CH:14][CH:15]=3)[CH:10]=[C:6]2[N:5]=[C:4]([CH3:16])[C:3]=1[CH2:17][C:18]([O:20][CH3:21])=[O:19].[Li+].C[Si]([N-][Si](C)(C)C)(C)C.I[CH2:33][CH2:34][CH3:35]. The catalyst is CN(C=O)C. The product is [Cl:1][C:2]1[N:7]2[N:8]=[C:9]([C:11]3[O:12][CH:13]=[CH:14][CH:15]=3)[CH:10]=[C:6]2[N:5]=[C:4]([CH3:16])[C:3]=1[CH:17]([CH2:33][CH2:34][CH3:35])[C:18]([O:20][CH3:21])=[O:19]. The yield is 0.520. (6) The reactants are [F:1][CH:2]([CH2:14]OS(C1C=CC(C)=CC=1)(=O)=O)[CH2:3][CH2:4][N:5]1[CH:9]=[C:8]([C:10]([O:12][CH3:13])=[O:11])[N:7]=[N:6]1.[N-:26]=[N+:27]=[N-:28].[Na+].[C:30]([O:34][C:35]([CH3:38])([CH3:37])[CH3:36])(=[O:33])[C:31]#[CH:32].O=C1O[C@H]([C@H](CO)O)C(O)=C1O. The catalyst is [O-]S([O-])(=O)=O.[Cu+2].CC(O)(C)C.O.O.CN(C=O)C. The product is [F:1][CH:2]([CH2:3][CH2:4][N:5]1[CH:9]=[C:8]([C:10]([O:12][CH3:13])=[O:11])[N:7]=[N:6]1)[CH2:14][N:26]1[CH:32]=[C:31]([C:30]([O:34][C:35]([CH3:38])([CH3:37])[CH3:36])=[O:33])[N:28]=[N:27]1. The yield is 0.800. (7) The reactants are [Cl:1][C:2]1[N:10]=[C:9]2[C:5]([N:6]=[CH:7][N:8]2[CH3:11])=[C:4](Cl)[N:3]=1.[CH3:13][C@H:14]1[CH2:19][O:18][CH2:17][CH2:16][NH:15]1.C(N(CC)C(C)C)(C)C.C(OCC)(=O)C. The catalyst is C(O)C.CN(C=O)C.C(OCC)C. The product is [Cl:1][C:2]1[N:10]=[C:9]2[C:5]([N:6]=[CH:7][N:8]2[CH3:11])=[C:4]([N:15]2[CH2:16][CH2:17][O:18][CH2:19][C@@H:14]2[CH3:13])[N:3]=1. The yield is 0.852. (8) The reactants are [CH3:1][N:2]1[C:6]2[CH:7]=[CH:8][CH:9]=[CH:10][C:5]=2[N:4]=[C:3]1[C:11]1[CH:12]=[C:13]([N:17]2[CH2:22][CH2:21][CH2:20][C@H:19]([C:23](O)=[O:24])[CH2:18]2)[CH:14]=[CH:15][CH:16]=1.CN(C(ON1N=NC2C=CC=NC1=2)=[N+](C)C)C.F[P-](F)(F)(F)(F)F.[C:50]([O:54][C:55]([N:57]1[CH2:62][CH2:61][NH:60][CH2:59][CH2:58]1)=[O:56])([CH3:53])([CH3:52])[CH3:51]. No catalyst specified. The product is [C:50]([O:54][C:55]([N:57]1[CH2:62][CH2:61][N:60]([C:23]([C@H:19]2[CH2:20][CH2:21][CH2:22][N:17]([C:13]3[CH:14]=[CH:15][CH:16]=[C:11]([C:3]4[N:2]([CH3:1])[C:6]5[CH:7]=[CH:8][CH:9]=[CH:10][C:5]=5[N:4]=4)[CH:12]=3)[CH2:18]2)=[O:24])[CH2:59][CH2:58]1)=[O:56])([CH3:53])([CH3:51])[CH3:52]. The yield is 0.270.